From a dataset of TCR-epitope binding with 47,182 pairs between 192 epitopes and 23,139 TCRs. Binary Classification. Given a T-cell receptor sequence (or CDR3 region) and an epitope sequence, predict whether binding occurs between them. The epitope is KAFSPEVIPMF. The TCR CDR3 sequence is CASSPRTGNSGANVLTF. Result: 0 (the TCR does not bind to the epitope).